This data is from Reaction yield outcomes from USPTO patents with 853,638 reactions. The task is: Predict the reaction yield, written as a fraction of the theoretical maximum amount of product (1.0 means a 100% yield; for example, 0.34 means a 34% yield). (1) The reactants are [F:1][C:2]1[CH:3]=[C:4]([CH:7]=[CH:8][C:9]=1[O:10][CH3:11])[CH:5]=O.[C:12]([CH:17]=P(C1C=CC=CC=1)(C1C=CC=CC=1)C1C=CC=CC=1)([O:14][CH2:15][CH3:16])=[O:13]. The catalyst is C1(C)C=CC=CC=1. The product is [F:1][C:2]1[CH:3]=[C:4](/[CH:5]=[CH:17]/[C:12]([O:14][CH2:15][CH3:16])=[O:13])[CH:7]=[CH:8][C:9]=1[O:10][CH3:11]. The yield is 0.876. (2) The reactants are [CH3:1][N:2]1[CH:6]=[C:5]([CH:7]=O)[C:4]([C:9]([F:12])([F:11])[F:10])=[N:3]1.[ClH:13].Cl.[F:15][C:16]1[CH:21]=[CH:20][C:19]([C:22]2[C:23]([N:28]3[CH2:33][CH2:32][NH:31][CH2:30][CH2:29]3)=[N:24][CH:25]=[CH:26][N:27]=2)=[CH:18][CH:17]=1.C(N(CC)CC)C.C(O)(=O)C.C(O[BH-](OC(=O)C)OC(=O)C)(=O)C.[Na+]. The catalyst is C(Cl)Cl. The product is [ClH:13].[ClH:13].[F:15][C:16]1[CH:21]=[CH:20][C:19]([C:22]2[C:23]([N:28]3[CH2:29][CH2:30][N:31]([CH2:7][C:5]4[C:4]([C:9]([F:12])([F:11])[F:10])=[N:3][N:2]([CH3:1])[CH:6]=4)[CH2:32][CH2:33]3)=[N:24][CH:25]=[CH:26][N:27]=2)=[CH:18][CH:17]=1. The yield is 0.810. (3) The reactants are [Cl:1][CH2:2][CH2:3][C:4](Cl)=[O:5].[NH2:7][C:8]1[CH:9]=[C:10]([OH:14])[CH:11]=[CH:12][CH:13]=1.C(=O)(O)[O-].[Na+].Cl. The catalyst is CO.O. The product is [Cl:1][CH2:2][CH2:3][C:4]([NH:7][C:8]1[CH:13]=[CH:12][CH:11]=[C:10]([OH:14])[CH:9]=1)=[O:5]. The yield is 0.670. (4) The reactants are [NH2:1][C:2]1[CH:3]=[N:4][CH:5]=[CH:6][CH:7]=1.C(N(CC)CC)C.[N+:15]([C:18]1[CH:19]=[C:20]([CH:24]=[CH:25][CH:26]=1)[C:21](Cl)=[O:22])([O-:17])=[O:16]. The catalyst is O1CCCC1.O. The product is [N+:15]([C:18]1[CH:19]=[C:20]([CH:24]=[CH:25][CH:26]=1)[C:21]([NH:1][C:2]1[CH:3]=[N:4][CH:5]=[CH:6][CH:7]=1)=[O:22])([O-:17])=[O:16]. The yield is 0.990. (5) No catalyst specified. The yield is 0.950. The product is [CH2:1]([O:3][C:4]([C:6]1[C:15](=[O:16])[C:14]2[C:9]3=[C:10]([CH2:17][CH2:18][CH2:19][N:8]3[CH:7]=1)[CH:11]=[CH:12][C:13]=2[N+:25]([O-:27])=[O:26])=[O:5])[CH3:2]. The reactants are [CH2:1]([O:3][C:4]([C:6]1[C:15](=[O:16])[C:14]2[C:9]3=[C:10]([CH2:17][CH2:18][CH2:19][N:8]3[CH:7]=1)[CH:11]=[CH:12][CH:13]=2)=[O:5])[CH3:2].OS(O)(=O)=O.[N+:25]([O-])([OH:27])=[O:26]. (6) The reactants are C(O)(C(F)(F)F)=O.C(OC([N:15]([C:23]1[C:28]([C:29]#[CH:30])=[N:27][C:26]([C:31]2[CH:36]=[CH:35][C:34]([S:37]([CH:40]([CH3:42])[CH3:41])(=[O:39])=[O:38])=[CH:33][CH:32]=2)=[CH:25][N:24]=1)C(=O)OC(C)(C)C)=O)(C)(C)C. The catalyst is C(Cl)Cl. The product is [C:29]([C:28]1[C:23]([NH2:15])=[N:24][CH:25]=[C:26]([C:31]2[CH:32]=[CH:33][C:34]([S:37]([CH:40]([CH3:41])[CH3:42])(=[O:39])=[O:38])=[CH:35][CH:36]=2)[N:27]=1)#[CH:30]. The yield is 0.930. (7) The reactants are [Br:1][C:2]1[CH:7]=[CH:6][C:5]([S:8](Cl)(=[O:10])=[O:9])=[CH:4][CH:3]=1.C(N(CC)CC)C.[NH2:19][C:20]([CH3:24])([CH3:23])[CH2:21][OH:22]. The catalyst is ClCCl. The product is [Br:1][C:2]1[CH:7]=[CH:6][C:5]([S:8]([NH:19][C:20]([CH3:24])([CH3:23])[CH2:21][OH:22])(=[O:10])=[O:9])=[CH:4][CH:3]=1. The yield is 0.600. (8) The reactants are [CH2:1]([O:3][C:4](=[O:12])[CH2:5][CH:6]1[CH2:11][O:10][CH2:9][CH2:8][NH:7]1)[CH3:2].[F:13][C:14]1[CH:19]=[CH:18][C:17]([C:20]2[S:24][C:23]([CH3:25])=[N:22][C:21]=2[C:26](O)=[O:27])=[CH:16][CH:15]=1. No catalyst specified. The product is [CH2:1]([O:3][C:4](=[O:12])[CH2:5][CH:6]1[CH2:11][O:10][CH2:9][CH2:8][N:7]1[C:26]([C:21]1[N:22]=[C:23]([CH3:25])[S:24][C:20]=1[C:17]1[CH:18]=[CH:19][C:14]([F:13])=[CH:15][CH:16]=1)=[O:27])[CH3:2]. The yield is 0.660. (9) The reactants are [C:1]([O:5][C:6]([N:8]1[CH2:13][C@@H:12]([CH3:14])[N:11]([C:15]([O:17][C:18]([CH3:21])([CH3:20])[CH3:19])=[O:16])[CH2:10][C@@H:9]1[CH2:22][OH:23])=[O:7])([CH3:4])([CH3:3])[CH3:2].CC(OI1(OC(C)=O)(OC(C)=O)OC(=O)C2C=CC=CC1=2)=O.C(=O)([O-])O.[Na+].S([O-])([O-])(=O)=S.[Na+].[Na+]. The catalyst is C(Cl)Cl. The product is [C:1]([O:5][C:6]([N:8]1[CH2:13][C@@H:12]([CH3:14])[N:11]([C:15]([O:17][C:18]([CH3:21])([CH3:20])[CH3:19])=[O:16])[CH2:10][C@@H:9]1[CH:22]=[O:23])=[O:7])([CH3:4])([CH3:3])[CH3:2]. The yield is 0.960.